From a dataset of Reaction yield outcomes from USPTO patents with 853,638 reactions. Predict the reaction yield, written as a fraction of the theoretical maximum amount of product (1.0 means a 100% yield; for example, 0.34 means a 34% yield). (1) The reactants are [N+:1]([C:4]1[CH:5]=[N:6][C:7]([NH:10][C:11](=[O:18])[C:12]2[CH:17]=[CH:16][CH:15]=[CH:14][CH:13]=2)=[N:8][CH:9]=1)([O-])=O. The catalyst is C(O)C.[Pd]. The product is [NH2:1][C:4]1[CH:5]=[N:6][C:7]([NH:10][C:11](=[O:18])[C:12]2[CH:17]=[CH:16][CH:15]=[CH:14][CH:13]=2)=[N:8][CH:9]=1. The yield is 0.730. (2) The reactants are [CH3:1][N:2]1[CH:7]([CH3:8])[CH2:6][N:5]2[N:9]=[C:10]([N+:12]([O-])=O)[CH:11]=[C:4]2[CH2:3]1.[H][H]. The catalyst is CO.[Ni]. The product is [CH3:1][N:2]1[CH:7]([CH3:8])[CH2:6][N:5]2[N:9]=[C:10]([NH2:12])[CH:11]=[C:4]2[CH2:3]1. The yield is 0.860. (3) The reactants are [CH2:1]([O:3][C:4](=[O:28])[CH2:5][N:6]1[C:14]2[CH2:13][CH2:12][CH2:11][CH:10]([NH:15][S:16]([C:19]3[CH:24]=[CH:23][CH:22]=[C:21]([N+:25]([O-])=O)[CH:20]=3)(=[O:18])=[O:17])[C:9]=2[CH:8]=[N:7]1)[CH3:2]. The catalyst is C(O)(=O)C.C(O)C.ClCCl.[Zn]. The product is [CH2:1]([O:3][C:4](=[O:28])[CH2:5][N:6]1[C:14]2[CH2:13][CH2:12][CH2:11][CH:10]([NH:15][S:16]([C:19]3[CH:24]=[CH:23][CH:22]=[C:21]([NH2:25])[CH:20]=3)(=[O:18])=[O:17])[C:9]=2[CH:8]=[N:7]1)[CH3:2]. The yield is 0.830. (4) The reactants are [C:12]([O:11][C:9](O[C:9]([O:11][C:12]([CH3:15])([CH3:14])[CH3:13])=[O:10])=[O:10])([CH3:15])([CH3:14])[CH3:13].[CH3:16][C:17]1([CH3:24])[C:22](=[O:23])[CH2:21][CH2:20][NH:19][CH2:18]1.C(N(CC)CC)C. The catalyst is ClCCl. The product is [C:12]([O:11][C:9]([N:19]1[CH2:20][CH2:21][C:22](=[O:23])[C:17]([CH3:24])([CH3:16])[CH2:18]1)=[O:10])([CH3:13])([CH3:14])[CH3:15]. The yield is 0.760. (5) The catalyst is [Pd]. The product is [F:1][C:2]1[CH:7]=[C:6]([F:8])[CH:5]=[CH:4][C:3]=1[C:9]1[C:17]2[O:16][CH:15]([CH2:18][NH2:19])[CH2:14][C:13]=2[CH:12]=[CH:11][CH:10]=1. The reactants are [F:1][C:2]1[CH:7]=[C:6]([F:8])[CH:5]=[CH:4][C:3]=1[C:9]1[C:17]2[O:16][CH:15]([CH2:18][N:19]=[N+]=[N-])[CH2:14][C:13]=2[CH:12]=[CH:11][CH:10]=1. The yield is 0.760. (6) The reactants are Cl[C:2]1[N:7]=[CH:6][N:5]=[C:4]([NH2:8])[CH:3]=1.[CH3:9][O:10][C:11]1[CH:12]=[C:13](B(O)O)[CH:14]=[CH:15][CH:16]=1.C([O-])([O-])=O.[Na+].[Na+]. The catalyst is COCCOC.CCO.O.Cl[Pd](Cl)([P](C1C=CC=CC=1)(C1C=CC=CC=1)C1C=CC=CC=1)[P](C1C=CC=CC=1)(C1C=CC=CC=1)C1C=CC=CC=1. The product is [CH3:9][O:10][C:11]1[CH:16]=[C:15]([C:2]2[N:7]=[CH:6][N:5]=[C:4]([NH2:8])[CH:3]=2)[CH:14]=[CH:13][CH:12]=1. The yield is 0.700. (7) The reactants are [F:1][C:2]1[CH:3]=[CH:4][C:5]([NH:8][NH2:9])=[N:6][CH:7]=1.CCN(C(C)C)C(C)C.[CH2:19]([N:22]([CH2:26][CH:27]=[CH2:28])[C:23](Cl)=[O:24])[CH:20]=[CH2:21]. The catalyst is C(Cl)Cl.CO. The product is [F:1][C:2]1[CH:3]=[CH:4][C:5]([NH:8][NH:9][C:23]([N:22]([CH2:26][CH:27]=[CH2:28])[CH2:19][CH:20]=[CH2:21])=[O:24])=[N:6][CH:7]=1. The yield is 0.460. (8) The reactants are [Cl:1][C:2]1[CH:3]=[CH:4][C:5]2[N:9]=[C:8]([CH2:10][C:11]([OH:13])=O)[NH:7][C:6]=2[CH:14]=1.CN(C(ON1N=NC2C=CC=CC1=2)=[N+](C)C)C.F[P-](F)(F)(F)(F)F.CCN(C(C)C)C(C)C.Cl.Cl.[NH:50]1[C:54]2[CH:55]=[CH:56][CH:57]=[CH:58][C:53]=2[N:52]=[C:51]1[CH:59]1[CH2:64][CH2:63][CH2:62][CH:61]([NH2:65])[CH2:60]1.C(=O)(O)[O-].[Na+]. The catalyst is CN(C=O)C. The product is [NH:50]1[C:54]2[CH:55]=[CH:56][CH:57]=[CH:58][C:53]=2[N:52]=[C:51]1[CH:59]1[CH2:64][CH2:63][CH2:62][CH:61]([NH:65][C:11](=[O:13])[CH2:10][C:8]2[NH:7][C:6]3[CH:14]=[C:2]([Cl:1])[CH:3]=[CH:4][C:5]=3[N:9]=2)[CH2:60]1. The yield is 0.640. (9) The reactants are [NH2:1][C:2]1[N:7]=[C:6]([Cl:8])[CH:5]=[C:4]([Cl:9])[N:3]=1.[C:10]1(C)[CH:15]=[CH:14][C:13](S(O)(=O)=O)=[CH:12][CH:11]=1. The catalyst is C1(C)C=CC=CC=1. The product is [Cl:9][C:4]1[CH:5]=[C:6]([Cl:8])[N:7]=[C:2]([N:1]2[C:12]([CH3:13])=[CH:11][CH:10]=[C:15]2[CH3:14])[N:3]=1. The yield is 0.760. (10) The reactants are [CH3:1][O:2][C:3]([NH:5][C@@H:6]([CH:57]([CH3:59])[CH3:58])[C:7]([N:9]1[CH2:13][CH2:12][CH2:11][C@H:10]1[C:14]1[NH:15][C:16]([C:19]2[CH:20]=[CH:21][C:22]3[C:31]4[C:26](=[C:27]5[CH:35]=[CH:34][C:33]([C:36]6[NH:40][C:39]([C@@H:41]7[CH2:45][CH2:44][CH2:43][N:42]7[C:46](OCC7C=CC=CC=7)=[O:47])=[N:38][CH:37]=6)=[CH:32][C:28]5=[CH:29][CH:30]=4)[O:25][CH2:24][C:23]=3[CH:56]=2)=[CH:17][N:18]=1)=[O:8])=[O:4].Br.[CH3:61][O:62][C:63]([NH:65][C@H:66]([C:70]1[CH:75]=[CH:74][CH:73]=[CH:72][CH:71]=1)C(O)=O)=[O:64].CCOC(C(C#N)=NOC(N1CCOCC1)=[N+](C)C)=O.F[P-](F)(F)(F)(F)F.C(N(C(C)C)CC)(C)C. The catalyst is C(O)(=O)C.ClCCl.C(OCC)(=O)C.CN(C)C=O. The product is [CH3:1][O:2][C:3]([NH:5][C@@H:6]([CH:57]([CH3:59])[CH3:58])[C:7]([N:9]1[CH2:13][CH2:12][CH2:11][C@H:10]1[C:14]1[NH:15][C:16]([C:19]2[CH:20]=[CH:21][C:22]3[C:31]4[C:26](=[C:27]5[CH:35]=[CH:34][C:33]([C:36]6[NH:40][C:39]([C@@H:41]7[CH2:45][CH2:44][CH2:43][N:42]7[C:46](=[O:47])[C@H:66]([NH:65][C:63](=[O:64])[O:62][CH3:61])[C:70]7[CH:75]=[CH:74][CH:73]=[CH:72][CH:71]=7)=[N:38][CH:37]=6)=[CH:32][C:28]5=[CH:29][CH:30]=4)[O:25][CH2:24][C:23]=3[CH:56]=2)=[CH:17][N:18]=1)=[O:8])=[O:4]. The yield is 0.260.